Task: Predict the product of the given reaction.. Dataset: Forward reaction prediction with 1.9M reactions from USPTO patents (1976-2016) (1) Given the reactants [OH-].[Na+].S(O)(O)(=O)=O.[CH3:8][S:9][C:10](=[NH:12])[NH2:11].CC(OC)(C)C.C1COCC1.[NH2:24][C:25]1[C:26]([C:33](OC(C)=CC(=O)NC(C)(CC)C)=[O:34])=[N:27][C:28]([Br:32])=[C:29]([NH2:31])[N:30]=1, predict the reaction product. The product is: [NH2:24][C:25]1[C:26]([C:33]([NH:12][C:10]([S:9][CH3:8])=[NH:11])=[O:34])=[N:27][C:28]([Br:32])=[C:29]([NH2:31])[N:30]=1. (2) Given the reactants [Cl:1][C:2]1[CH:3]=[C:4]([CH:8]=[C:9]([OH:11])[CH:10]=1)[C:5]([OH:7])=O.Cl.[NH2:13][CH2:14][C:15]1[CH:26]=[CH:25][C:24]([C:27]#[N:28])=[CH:23][C:16]=1[O:17][CH2:18][C:19]([NH:21][CH3:22])=[O:20], predict the reaction product. The product is: [Cl:1][C:2]1[CH:3]=[C:4]([CH:8]=[C:9]([OH:11])[CH:10]=1)[C:5]([NH:13][CH2:14][C:15]1[CH:26]=[CH:25][C:24]([C:27]#[N:28])=[CH:23][C:16]=1[O:17][CH2:18][C:19](=[O:20])[NH:21][CH3:22])=[O:7]. (3) The product is: [Cl:1][C:2]1[C:3]([C:24]2[S:28][C:27]([C:29]3([OH:33])[CH2:30][CH2:31][CH2:32]3)=[N:26][CH:25]=2)=[C:4]2[CH:10]=[C:9]([C:11]3[CH:16]=[CH:15][C:14]([NH:17][C:18](=[O:23])[CH2:19][N:20]([CH3:22])[CH3:21])=[CH:13][CH:12]=3)[NH:8][C:5]2=[N:6][CH:7]=1. Given the reactants [Cl:1][C:2]1[C:3]([C:24]2[S:28][C:27]([C:29]3([O:33]COC)[CH2:32][CH2:31][CH2:30]3)=[N:26][CH:25]=2)=[C:4]2[CH:10]=[C:9]([C:11]3[CH:16]=[CH:15][C:14]([NH:17][C:18](=[O:23])[CH2:19][N:20]([CH3:22])[CH3:21])=[CH:13][CH:12]=3)[NH:8][C:5]2=[N:6][CH:7]=1.ClC1C(C2SC(C3(OCOC)CCC3)=NC=2)=C2C=C(C3N=C(C4CCCN(C(OC(C)(C)C)=O)C4)ON=3)NC2=NC=1, predict the reaction product. (4) The product is: [CH3:8][O:9][CH2:10][CH2:11][N:12]1[CH:6]([C:2]2[S:1][CH:5]=[CH:4][CH:3]=2)[CH:14]([C:13]([N:25]2[CH2:30][CH2:29][CH:28]([C:31]([O:33][CH2:34][CH3:35])=[O:32])[CH2:27][CH2:26]2)=[O:24])[C:15]2[C:16](=[CH:20][CH:21]=[CH:22][CH:23]=2)[C:17]1=[O:19]. Given the reactants [S:1]1[CH:5]=[CH:4][CH:3]=[C:2]1[CH:6]=O.[CH3:8][O:9][CH2:10][CH2:11][NH2:12].[C:13]1(=[O:24])[O:19][C:17](=O)[C:16]2=[CH:20][CH:21]=[CH:22][CH:23]=[C:15]2[CH2:14]1.[NH:25]1[CH2:30][CH2:29][CH:28]([C:31]([O:33][CH2:34][CH3:35])=[O:32])[CH2:27][CH2:26]1, predict the reaction product. (5) Given the reactants Br[C:2]1[CH:3]=[N:4][C:5]2[N:6]([CH:8]=[C:9]([CH2:11][O:12][C:13]3[CH:18]=[CH:17][CH:16]=[CH:15][N:14]=3)[N:10]=2)[CH:7]=1.[F:19][C:20]1[CH:25]=[CH:24][C:23](B(O)O)=[CH:22][CH:21]=1, predict the reaction product. The product is: [F:19][C:20]1[CH:25]=[CH:24][C:23]([C:2]2[CH:3]=[N:4][C:5]3[N:6]([CH:8]=[C:9]([CH2:11][O:12][C:13]4[CH:18]=[CH:17][CH:16]=[CH:15][N:14]=4)[N:10]=3)[CH:7]=2)=[CH:22][CH:21]=1. (6) The product is: [Br:1][C:2]1[CH:7]=[CH:6][C:5]([C@@H:8]([NH:18][CH3:17])[CH2:9][N:10]2[CH2:15][CH2:14][O:13][CH2:12][CH2:11]2)=[CH:4][CH:3]=1. Given the reactants [Br:1][C:2]1[CH:7]=[CH:6][C:5]([C@@H:8](Cl)[CH2:9][N:10]2[CH2:15][CH2:14][O:13][CH2:12][CH2:11]2)=[CH:4][CH:3]=1.[CH3:17][NH2:18], predict the reaction product. (7) Given the reactants [CH3:1][O:2][C:3]([C@@H:5]1[CH:14]=[C:13]2[C@@H:8]([CH2:9][C:10]3[C:11]4[C:18]([NH:19][CH:20]=3)=[CH:17][CH:16]=[CH:15][C:12]=42)[N:7](C#N)[CH2:6]1)=[O:4].O, predict the reaction product. The product is: [CH3:1][O:2][C:3]([C@@H:5]1[CH:14]=[C:13]2[C@@H:8]([CH2:9][C:10]3[C:11]4[C:18]([NH:19][CH:20]=3)=[CH:17][CH:16]=[CH:15][C:12]=42)[NH:7][CH2:6]1)=[O:4]. (8) Given the reactants [Cl:1][C:2]1[CH:11]=[C:10]2[C:5]([C:6](=O)[NH:7][C:8]([CH3:12])=[N:9]2)=[CH:4][CH:3]=1.Br[C:15]1[CH:22]=[CH:21][C:18]([CH:19]=O)=[CH:17][CH:16]=1.[C:23](=O)([O-])[NH2:24].[C:27]1(B(O)O)[CH:32]=[CH:31][CH:30]=[CH:29][CH:28]=1, predict the reaction product. The product is: [C:15]1([C:27]2[CH:32]=[CH:31][CH:30]=[CH:29][CH:28]=2)[CH:22]=[CH:21][C:18]([CH:19]=[CH:12][C:8]2[N:7]=[C:6]([NH:7][CH2:6][CH2:5][CH2:4][CH2:3][CH2:2][CH2:11][CH2:23][NH2:24])[C:5]3[C:10](=[CH:11][C:2]([Cl:1])=[CH:3][CH:4]=3)[N:9]=2)=[CH:17][CH:16]=1.